This data is from CYP1A2 inhibition data for predicting drug metabolism from PubChem BioAssay. The task is: Regression/Classification. Given a drug SMILES string, predict its absorption, distribution, metabolism, or excretion properties. Task type varies by dataset: regression for continuous measurements (e.g., permeability, clearance, half-life) or binary classification for categorical outcomes (e.g., BBB penetration, CYP inhibition). Dataset: cyp1a2_veith. (1) The result is 1 (inhibitor). The compound is COC(=O)c1cc(-c2ccccc2)sc1NC(=O)CN1C(=O)c2ccccc2C1=O. (2) The drug is O=C(Oc1ccccc1)N1CCC2(CCCN(Cc3ccccc3)C2)CC1. The result is 0 (non-inhibitor). (3) The drug is CO[C@@H]1COC(=O)CCC[C@H](C)[C@@H](OC)COC(=O)C/C=C\[C@H]1C. The result is 0 (non-inhibitor). (4) The drug is Cc1nc2cnc(OCc3ccccc3)nc2n(CCc2ccccc2)c1=O. The result is 1 (inhibitor). (5) The compound is CCOc1cc(C2NN=C(c3ccccc3)S2)ccc1OCc1ccccc1Cl. The result is 1 (inhibitor). (6) The compound is CC(C)(C)NCC[C@@H](O)c1cc(C(F)(F)F)nc2c(C(F)(F)F)cccc12.O=P(O)(O)O. The result is 0 (non-inhibitor).